From a dataset of Catalyst prediction with 721,799 reactions and 888 catalyst types from USPTO. Predict which catalyst facilitates the given reaction. (1) Reactant: [Cl:1][C:2]1[C:3]([O:19][C@H:20]2[CH2:25][CH2:24][C@@H:23]([OH:26])[CH2:22][C@@H:21]2[C:27]2[N:31]([CH3:32])[N:30]=[CH:29][CH:28]=2)=[CH:4][C:5]([F:18])=[C:6]([S:8]([NH:11][C:12]2[CH:17]=[CH:16][N:15]=[CH:14][N:13]=2)(=[O:10])=[O:9])[CH:7]=1.[C:33](OC(=O)C)(=[O:35])[CH3:34]. Product: [C:33]([O:26][C@@H:23]1[CH2:24][CH2:25][C@H:20]([O:19][C:3]2[CH:4]=[C:5]([F:18])[C:6]([S:8](=[O:10])(=[O:9])[NH:11][C:12]3[CH:17]=[CH:16][N:15]=[CH:14][N:13]=3)=[CH:7][C:2]=2[Cl:1])[C@@H:21]([C:27]2[N:31]([CH3:32])[N:30]=[CH:29][CH:28]=2)[CH2:22]1)(=[O:35])[CH3:34]. The catalyst class is: 377. (2) Reactant: [Br:1][C:2]1[CH:7]=[C:6]([C:8]([CH3:11])([CH3:10])[CH3:9])[CH:5]=[C:4](Br)[CH:3]=1.[CH3:13][O-:14].[Na+].O. Product: [Br:1][C:2]1[CH:3]=[C:4]([O:14][CH3:13])[CH:5]=[C:6]([C:8]([CH3:11])([CH3:10])[CH3:9])[CH:7]=1. The catalyst class is: 122.